From a dataset of Full USPTO retrosynthesis dataset with 1.9M reactions from patents (1976-2016). Predict the reactants needed to synthesize the given product. (1) Given the product [OH:33][CH:32]([CH3:34])[CH2:31][N:21]([S:22]([C:25]1[CH:30]=[CH:29][CH:28]=[CH:27][N:26]=1)(=[O:23])=[O:24])[C:4]1[CH:3]=[C:2]([CH3:1])[C:19]([CH3:20])=[CH:18][C:5]=1[O:6][CH2:7][C:8]1[CH:9]=[CH:10][C:11]([C:12]([O:14][CH3:15])=[O:13])=[CH:16][CH:17]=1, predict the reactants needed to synthesize it. The reactants are: [CH3:1][C:2]1[C:19]([CH3:20])=[CH:18][C:5]([O:6][CH2:7][C:8]2[CH:17]=[CH:16][C:11]([C:12]([O:14][CH3:15])=[O:13])=[CH:10][CH:9]=2)=[C:4]([NH:21][S:22]([C:25]2[CH:30]=[CH:29][CH:28]=[CH:27][N:26]=2)(=[O:24])=[O:23])[CH:3]=1.[CH3:31][CH:32]1[CH2:34][O:33]1. (2) The reactants are: [Cl:1][C:2]1[C:3]2[CH:23]=[CH:22][C:21]([OH:24])=[CH:20][C:4]=2[S:5][C:6]=1[CH2:7][CH:8]1[CH2:12][CH2:11][N:10]([CH:13]2[CH2:18][CH2:17][CH2:16][CH2:15][CH2:14]2)[C:9]1=[O:19].Cl.Br[CH2:27][CH2:28][CH2:29][N:30]([CH3:32])[CH3:31].[I-].[Na+].C(=O)([O-])[O-].[Cs+].[Cs+]. Given the product [ClH:1].[Cl:1][C:2]1[C:3]2[CH:23]=[CH:22][C:21]([O:24][CH2:27][CH2:28][CH2:29][N:30]([CH3:32])[CH3:31])=[CH:20][C:4]=2[S:5][C:6]=1[CH2:7][CH:8]1[CH2:12][CH2:11][N:10]([CH:13]2[CH2:14][CH2:15][CH2:16][CH2:17][CH2:18]2)[C:9]1=[O:19], predict the reactants needed to synthesize it. (3) Given the product [F:1][C:2]1[CH:3]=[C:4]([C:8]2[C@:9]3([CH2:25][CH2:24][C@H:23]4[C@@H:14]([CH2:15][CH2:16][C:17]5[CH:18]=[C:19]([C:26]([N:28]([CH3:38])[CH2:29][CH2:30][C:31]([OH:33])=[O:32])=[O:27])[CH:20]=[CH:21][C:22]=54)[C@@H:11]3[CH2:12][CH:13]=2)[CH3:10])[CH:5]=[N:6][CH:7]=1, predict the reactants needed to synthesize it. The reactants are: [F:1][C:2]1[CH:3]=[C:4]([C:8]2[C@:9]3([CH2:25][CH2:24][C@H:23]4[C@@H:14]([CH2:15][CH2:16][C:17]5[CH:18]=[C:19]([C:26]([N:28]([CH3:38])[CH2:29][CH2:30][C:31]([O:33]C(C)(C)C)=[O:32])=[O:27])[CH:20]=[CH:21][C:22]=54)[C@@H:11]3[CH2:12][CH:13]=2)[CH3:10])[CH:5]=[N:6][CH:7]=1.FC(F)(F)C(O)=O. (4) Given the product [CH:1]1([C:4]2[CH:5]=[CH:6][C:7]([C:15]([NH:18][C:19]3([CH2:24][OH:25])[CH2:23][CH2:22][CH2:21][CH2:20]3)=[O:17])=[N:8][C:9]=2[O:10][CH2:11][CH:12]2[CH2:13][CH2:14]2)[CH2:2][CH2:3]1, predict the reactants needed to synthesize it. The reactants are: [CH:1]1([C:4]2[CH:5]=[CH:6][C:7]([C:15]([OH:17])=O)=[N:8][C:9]=2[O:10][CH2:11][CH:12]2[CH2:14][CH2:13]2)[CH2:3][CH2:2]1.[NH2:18][C:19]1([CH2:24][OH:25])[CH2:23][CH2:22][CH2:21][CH2:20]1. (5) Given the product [CH:34]([N:18]([CH3:19])[C@@H:15]1[CH2:16][CH2:17][C@H:12]([NH2:11])[C@H:13]([C:26]2[O:30][N:29]=[C:28]([CH3:31])[N:27]=2)[CH2:14]1)([CH3:33])[CH3:37], predict the reactants needed to synthesize it. The reactants are: C(OC([NH:11][C@H:12]1[CH2:17][CH2:16][C@@H:15]([NH:18][C:19](=O)OC(C)(C)C)[CH2:14][C@H:13]1[C:26]1[O:30][N:29]=[C:28]([CH3:31])[N:27]=1)=O)C1C=CC=CC=1.Br.[CH3:33][C:34](O)=O.[CH3:37]COCC. (6) The reactants are: C[O:2][C:3](=[O:32])[C:4]1[CH:9]=[CH:8][C:7]([CH2:10][N:11]2[CH:15]=[C:14]([C:16]3[CH:21]=[CH:20][C:19]([Cl:22])=[CH:18][C:17]=3[Cl:23])[N:13]=[C:12]2[CH2:24][C:25]2[CH:30]=[CH:29][C:28]([NH2:31])=[CH:27][CH:26]=2)=[CH:6][CH:5]=1.[CH3:33][O:34][C:35]1[CH:40]=[CH:39][C:38]([O:41][CH3:42])=[CH:37][C:36]=1[S:43](Cl)(=[O:45])=[O:44]. Given the product [Cl:23][C:17]1[CH:18]=[C:19]([Cl:22])[CH:20]=[CH:21][C:16]=1[C:14]1[N:13]=[C:12]([CH2:24][C:25]2[CH:26]=[CH:27][C:28]([NH:31][S:43]([C:36]3[CH:37]=[C:38]([O:41][CH3:42])[CH:39]=[CH:40][C:35]=3[O:34][CH3:33])(=[O:45])=[O:44])=[CH:29][CH:30]=2)[N:11]([CH2:10][C:7]2[CH:6]=[CH:5][C:4]([C:3]([OH:32])=[O:2])=[CH:9][CH:8]=2)[CH:15]=1, predict the reactants needed to synthesize it. (7) Given the product [NH2:33][C:27]1[CH:28]=[C:29]([CH3:32])[CH:30]=[CH:31][C:26]=1[NH:1][CH2:2][C@H:3]1[O:8][CH2:7][CH2:6][N:5]([C:9]([O:11][C:12]([CH3:15])([CH3:14])[CH3:13])=[O:10])[CH2:4]1, predict the reactants needed to synthesize it. The reactants are: [NH2:1][CH2:2][C@H:3]1[O:8][CH2:7][CH2:6][N:5]([C:9]([O:11][C:12]([CH3:15])([CH3:14])[CH3:13])=[O:10])[CH2:4]1.CCN(C(C)C)C(C)C.F[C:26]1[CH:31]=[CH:30][C:29]([CH3:32])=[CH:28][C:27]=1[N+:33]([O-])=O.C(O)(=O)C.